Dataset: Reaction yield outcomes from USPTO patents with 853,638 reactions. Task: Predict the reaction yield, written as a fraction of the theoretical maximum amount of product (1.0 means a 100% yield; for example, 0.34 means a 34% yield). (1) The reactants are [CH2:1]([N:8]1[C:17](=[O:18])[C:16]2[C:11](=[CH:12][C:13](F)=[CH:14][CH:15]=2)[N:10]=[CH:9]1)[C:2]1[CH:7]=[CH:6][CH:5]=[CH:4][CH:3]=1.[NH2:20][NH2:21]. The catalyst is O1CCOCC1. The product is [CH2:1]([N:8]1[C:17](=[O:18])[C:16]2[C:11](=[CH:12][C:13]([NH:20][NH2:21])=[CH:14][CH:15]=2)[N:10]=[CH:9]1)[C:2]1[CH:7]=[CH:6][CH:5]=[CH:4][CH:3]=1. The yield is 0.760. (2) The reactants are Cl.[F:2][C:3]1[CH:4]=[CH:5][C:6]2[N:7]([C:9]([C:12]3[N:20]=[C:19]4[C:15]([NH:16][C:17](=[O:35])[N:18]4[CH2:21][C@@H:22]4[CH2:27][CH2:26][CH2:25][N:24](C(OC(C)(C)C)=O)[CH2:23]4)=[CH:14][N:13]=3)=[CH:10][N:11]=2)[CH:8]=1. The catalyst is O1CCOCC1. The product is [F:2][C:3]1[CH:4]=[CH:5][C:6]2[N:7]([C:9]([C:12]3[N:20]=[C:19]4[C:15]([NH:16][C:17](=[O:35])[N:18]4[CH2:21][C@@H:22]4[CH2:27][CH2:26][CH2:25][NH:24][CH2:23]4)=[CH:14][N:13]=3)=[CH:10][N:11]=2)[CH:8]=1. The yield is 0.680. (3) The reactants are [O-]CC.[Na+].[C:5]([NH2:11])(=[O:10])[CH2:6][C:7]([CH3:9])=[O:8].[C:12](OC)(=[O:21])[CH:13]=[CH:14][C:15]1[CH:20]=[CH:19][CH:18]=[CH:17][CH:16]=1.Cl. The catalyst is C(O)C. The product is [OH:8]/[C:7](=[C:6]1\[C:5](=[O:10])[NH:11][C:12](=[O:21])[CH2:13][CH:14]\1[C:15]1[CH:20]=[CH:19][CH:18]=[CH:17][CH:16]=1)/[CH3:9]. The yield is 0.170.